This data is from Forward reaction prediction with 1.9M reactions from USPTO patents (1976-2016). The task is: Predict the product of the given reaction. (1) Given the reactants Br[C:2]1[CH:7]=[CH:6][C:5]([N:8]2[C:12]([CH2:13][C@@H:14]3[CH2:18][CH2:17][N:16]([C:19]([CH:21]4[CH2:23][CH2:22]4)=[O:20])[CH2:15]3)=[N:11][NH:10][C:9]2=[O:24])=[C:4]([F:25])[CH:3]=1.B1(B2OC(C)(C)C(C)(C)O2)OC(C)(C)C(C)(C)O1.C([O-])(=O)C.[K+].Br[C:50]1[CH:59]=[CH:58][C:57]2[C:52](=[CH:53][CH:54]=[C:55]([F:60])[CH:56]=2)[CH:51]=1.C(=O)([O-])[O-].[K+].[K+], predict the reaction product. The product is: [CH:21]1([C:19]([N:16]2[CH2:17][CH2:18][C@@H:14]([CH2:13][C:12]3[N:8]([C:5]4[CH:6]=[CH:7][C:2]([C:50]5[CH:59]=[CH:58][C:57]6[C:52](=[CH:53][CH:54]=[C:55]([F:60])[CH:56]=6)[CH:51]=5)=[CH:3][C:4]=4[F:25])[C:9](=[O:24])[NH:10][N:11]=3)[CH2:15]2)=[O:20])[CH2:23][CH2:22]1. (2) Given the reactants [Br:1][C:2]1[C:13]([F:14])=[CH:12][C:5]2[O:6][CH2:7][CH2:8][CH2:9][C:10](=[O:11])[C:4]=2[CH:3]=1.[Br:15]Br, predict the reaction product. The product is: [Br:15][CH:9]1[C:10](=[O:11])[C:4]2[CH:3]=[C:2]([Br:1])[C:13]([F:14])=[CH:12][C:5]=2[O:6][CH2:7][CH2:8]1. (3) Given the reactants Br[CH2:2][CH2:3][CH2:4][CH2:5][CH2:6][CH2:7][C:8]1[C:14]2[CH:15]=[CH:16][C:17]([OH:19])=[CH:18][C:13]=2[CH2:12][CH2:11][CH2:10][C:9]=1[C:20]1[CH:25]=[CH:24][CH:23]=[C:22]([OH:26])[CH:21]=1.[CH3:27][NH:28][CH2:29][CH2:30][CH2:31][S:32]([CH2:35][CH2:36][C:37]([F:43])([F:42])[C:38]([F:41])([F:40])[F:39])(=[O:34])=[O:33], predict the reaction product. The product is: [OH:26][C:22]1[CH:21]=[C:20]([C:9]2[CH2:10][CH2:11][CH2:12][C:13]3[CH:18]=[C:17]([OH:19])[CH:16]=[CH:15][C:14]=3[C:8]=2[CH2:7][CH2:6][CH2:5][CH2:4][CH2:3][CH2:2][N:28]([CH3:27])[CH2:29][CH2:30][CH2:31][S:32]([CH2:35][CH2:36][C:37]([F:43])([F:42])[C:38]([F:39])([F:40])[F:41])(=[O:33])=[O:34])[CH:25]=[CH:24][CH:23]=1. (4) Given the reactants [F:1][C:2]([F:31])([F:30])[C:3]1[CH:8]=[C:7]([C:9]2[O:13][N:12]=[C:11]([C:14]3[CH:19]=[CH:18][C:17]([S:20](Cl)(=[O:22])=[O:21])=[CH:16][CH:15]=3)[CH:10]=2)[CH:6]=[CH:5][C:4]=1[C:24]1[CH:29]=[CH:28][CH:27]=[CH:26][CH:25]=1.[NH2:32][C@H:33]([C:35]([OH:37])=[O:36])[CH3:34].C(N(CC)CC)C.[OH-].[Na+].Cl, predict the reaction product. The product is: [F:1][C:2]([F:31])([F:30])[C:3]1[CH:8]=[C:7]([C:9]2[O:13][N:12]=[C:11]([C:14]3[CH:19]=[CH:18][C:17]([S:20]([NH:32][C@@H:33]([CH3:34])[C:35]([OH:37])=[O:36])(=[O:22])=[O:21])=[CH:16][CH:15]=3)[CH:10]=2)[CH:6]=[CH:5][C:4]=1[C:24]1[CH:29]=[CH:28][CH:27]=[CH:26][CH:25]=1. (5) Given the reactants Br[CH2:2][C:3]([C:5]1[C:6](=[O:16])[O:7][C:8]2[C:13]([CH:14]=1)=[CH:12][CH:11]=[CH:10][C:9]=2[Cl:15])=O.[CH3:17][C:18]1[CH:19]=[C:20]([NH:25][C:26]([NH2:28])=[S:27])[CH:21]=[C:22]([CH3:24])[CH:23]=1, predict the reaction product. The product is: [Cl:15][C:9]1[CH:10]=[CH:11][CH:12]=[C:13]2[C:8]=1[O:7][C:6](=[O:16])[C:5]([C:3]1[N:28]=[C:26]([NH:25][C:20]3[CH:19]=[C:18]([CH3:17])[CH:23]=[C:22]([CH3:24])[CH:21]=3)[S:27][CH:2]=1)=[CH:14]2. (6) Given the reactants [Br:1][C:2]1[CH:10]=[C:9]2[C:5]([C:6]([CH:11]=O)=[CH:7][NH:8]2)=[CH:4][CH:3]=1.[H-].[H-].[H-].[H-].[Li+].[Al+3], predict the reaction product. The product is: [Br:1][C:2]1[CH:10]=[C:9]2[C:5]([C:6]([CH3:11])=[CH:7][NH:8]2)=[CH:4][CH:3]=1. (7) Given the reactants [CH3:1][NH:2][S:3]([C:6]1[CH:11]=[CH:10][C:9]([CH3:12])=[CH:8][CH:7]=1)(=[O:5])=[O:4].CC(C)([O-])C.[Na+].Cl[C:20]1[CH:25]=[C:24]([C:26]2[CH:38]=[CH:37][C:29]3[N:30]=[C:31]([NH:33][C:34](=[O:36])[CH3:35])[S:32][C:28]=3[CH:27]=2)[CH:23]=[CH:22][N:21]=1.CC1(C)C2C(=C(P(C3C=CC=CC=3)C3C=CC=CC=3)C=CC=2)OC2C(P(C3C=CC=CC=3)C3C=CC=CC=3)=CC=CC1=2, predict the reaction product. The product is: [CH3:1][N:2]([C:20]1[CH:25]=[C:24]([C:26]2[CH:38]=[CH:37][C:29]3[N:30]=[C:31]([NH:33][C:34](=[O:36])[CH3:35])[S:32][C:28]=3[CH:27]=2)[CH:23]=[CH:22][N:21]=1)[S:3]([C:6]1[CH:11]=[CH:10][C:9]([CH3:12])=[CH:8][CH:7]=1)(=[O:4])=[O:5]. (8) Given the reactants [CH2:1]1[C@H:5]([N:6]2[C:11](=[O:12])[N:10]=[C:9]([NH2:13])[CH:8]=[CH:7]2)[O:4][C@H:3]([CH2:14][O:15][P:16]([OH:19])([OH:18])=[O:17])[C@H:2]1[O:20][P:21]([O:24][CH2:25][C@H:26]1[O:30][C@@H:29]([N:31]2[C:35]3[N:36]=[CH:37][N:38]=[C:39]([NH2:40])[C:34]=3[N:33]=[CH:32]2)[C@H:28]([OH:41])[C@@H:27]1[OH:42])([OH:23])=[O:22].[C:43]([S:47][S:48][C:49]([N:51]([CH3:66])[C@@H:52]([CH2:59][S:60][S:61][C:62]([CH3:65])([CH3:64])[CH3:63])[C:53](OCC#N)=[O:54])=[O:50])([CH3:46])([CH3:45])[CH3:44].FC(F)(F)C(O)=O, predict the reaction product. The product is: [C:43]([S:47][S:48][C:49]([N:51]([CH3:66])[C@@H:52]([CH2:59][S:60][S:61][C:62]([CH3:65])([CH3:64])[CH3:63])[C:53]([O:42][C@H:27]1[C@@H:28]([OH:41])[C@H:29]([N:31]2[CH:32]=[N:33][C:34]3[C:35]2=[N:36][CH:37]=[N:38][C:39]=3[NH2:40])[O:30][C@@H:26]1[CH2:25][O:24][P:21]([O:20][C@H:2]1[CH2:1][C@H:5]([N:6]2[CH:7]=[CH:8][C:9]([NH2:13])=[N:10][C:11]2=[O:12])[O:4][C@@H:3]1[CH2:14][O:15][P:16]([OH:18])([OH:19])=[O:17])([OH:23])=[O:22])=[O:54])=[O:50])([CH3:46])([CH3:45])[CH3:44].